Task: Predict the reactants needed to synthesize the given product.. Dataset: Retrosynthesis with 50K atom-mapped reactions and 10 reaction types from USPTO Given the product C1CCN([C@@H]2CCNC2)CC1, predict the reactants needed to synthesize it. The reactants are: c1ccc(CN2CC[C@@H](N3CCCCC3)C2)cc1.